The task is: Binary Classification. Given a drug SMILES string, predict its activity (active/inactive) in a high-throughput screening assay against a specified biological target.. This data is from Serine/threonine kinase 33 screen with 319,792 compounds. The result is 0 (inactive). The compound is S(c1ccc(cc1)C)c1ncc(N)cc1.